Task: Predict the reactants needed to synthesize the given product.. Dataset: Full USPTO retrosynthesis dataset with 1.9M reactions from patents (1976-2016) Given the product [CH:22]1[C:23]2[C:27]3[CH:28]=[CH:29][CH:30]=[CH:31][C:26]=3[O:25][C:24]=2[C:19]([C:16]2[CH:15]=[CH:14][C:13]([C:6]3[CH:7]=[CH:8][C:3]([CH:1]=[O:2])=[CH:4][CH:5]=3)=[CH:18][CH:17]=2)=[CH:20][CH:21]=1, predict the reactants needed to synthesize it. The reactants are: [CH:1]([C:3]1[CH:8]=[CH:7][C:6](B(O)O)=[CH:5][CH:4]=1)=[O:2].Br[C:13]1[CH:18]=[CH:17][C:16]([C:19]2[C:24]3[O:25][C:26]4[CH:31]=[CH:30][CH:29]=[CH:28][C:27]=4[C:23]=3[CH:22]=[CH:21][CH:20]=2)=[CH:15][CH:14]=1.C(=O)([O-])[O-].[Na+].[Na+].